From a dataset of Reaction yield outcomes from USPTO patents with 853,638 reactions. Predict the reaction yield, written as a fraction of the theoretical maximum amount of product (1.0 means a 100% yield; for example, 0.34 means a 34% yield). (1) The reactants are [NH2:1][C:2]1[CH:9]=[CH:8][C:7]([CH3:10])=[CH:6][C:3]=1[C:4]#[N:5].C([O-])([O-])=O.[Na+].[Na+].Cl[C:18]([O:20][CH3:21])=[O:19]. No catalyst specified. The product is [C:4]([C:3]1[CH:6]=[C:7]([CH3:10])[CH:8]=[CH:9][C:2]=1[NH:1][C:18](=[O:19])[O:20][CH3:21])#[N:5]. The yield is 0.520. (2) The yield is 0.690. The product is [OH:8][C:9]1[C:10]([CH3:20])=[N:11][CH:12]=[CH:13][C:14]=1[CH2:15][C:16]([O:18][CH3:19])=[O:17]. The reactants are C([O:8][C:9]1[C:10]([CH3:20])=[N:11][CH:12]=[CH:13][C:14]=1[CH2:15][C:16]([O:18][CH3:19])=[O:17])C1C=CC=CC=1. The catalyst is [C].[Pd].C(O)C. (3) The reactants are [C:1]1(/[CH:7]=[CH:8]/[CH2:9][C:10]([OH:12])=O)[CH:6]=[CH:5][CH:4]=[CH:3][CH:2]=1.[NH2:13][C@@H:14]1[C@H:18]2[O:19][CH2:20][C@H:21]([NH:22][C:23]([CH:25]3[CH2:27][CH2:26]3)=[O:24])[C@H:17]2[O:16][CH2:15]1. No catalyst specified. The product is [C:1]1(/[CH:7]=[CH:8]/[CH2:9][C:10]([NH:13][C@@H:14]2[C@H:18]3[O:19][CH2:20][C@H:21]([NH:22][C:23]([CH:25]4[CH2:26][CH2:27]4)=[O:24])[C@H:17]3[O:16][CH2:15]2)=[O:12])[CH:2]=[CH:3][CH:4]=[CH:5][CH:6]=1. The yield is 0.445. (4) The reactants are [N+:1]([C:4]1[CH:12]=[CH:11][C:7](C(O)=O)=[CH:6][CH:5]=1)([O-:3])=[O:2].[N:13]1[CH:18]=[CH:17][C:16]([NH:19][C:20]2[CH:25]=[CH:24][CH:23]=[C:22](N)[CH:21]=2)=[CH:15][CH:14]=1.[N:27]1[CH:32]=CC=CC=1.[O:33]=S(Cl)Cl. The catalyst is CN(C=O)C.O1CCOCC1. The product is [N+:1]([C:4]1[CH:5]=[CH:6][C:7]([NH:27][C:32](=[O:33])[C:22]2[CH:23]=[CH:24][CH:25]=[C:20]([NH:19][C:16]3[CH:17]=[CH:18][N:13]=[CH:14][CH:15]=3)[CH:21]=2)=[CH:11][CH:12]=1)([O-:3])=[O:2]. The yield is 0.790. (5) The reactants are [CH3:1][C:2]([C:4]1[CH:9]=[C:8](Br)[CH:7]=[CH:6][C:5]=1[OH:11])=[O:3].[F:12][C:13]([F:24])([F:23])[C:14]1[CH:19]=[CH:18][CH:17]=[CH:16][C:15]=1B(O)O.C(=O)([O-])[O-].[K+].[K+].Cl. The catalyst is O1CCOCC1.O.C1C=CC(/C=C/C(/C=C/C2C=CC=CC=2)=O)=CC=1.C1C=CC(/C=C/C(/C=C/C2C=CC=CC=2)=O)=CC=1.C1C=CC(/C=C/C(/C=C/C2C=CC=CC=2)=O)=CC=1.[Pd].[Pd]. The product is [OH:11][C:5]1[CH:6]=[CH:7][C:8]([C:15]2[CH:16]=[CH:17][CH:18]=[CH:19][C:14]=2[C:13]([F:24])([F:23])[F:12])=[CH:9][C:4]=1[C:2](=[O:3])[CH3:1]. The yield is 0.950. (6) The reactants are C([O:4][CH2:5][C@@H:6]1[C@@H:11]([O:12]C(=O)C)[C@H:10]([O:16]C(=O)C)[C@H:9]([F:20])[C@@H:8]([O:21][C:22]2[CH:27]=[CH:26][C:25]([Br:28])=[CH:24][C:23]=2[CH3:29])[O:7]1)(=O)C.C[O-].[Na+]. The catalyst is CO. The product is [Br:28][C:25]1[CH:26]=[CH:27][C:22]([O:21][C@H:8]2[O:7][C@H:6]([CH2:5][OH:4])[C@@H:11]([OH:12])[C@H:10]([OH:16])[C@@H:9]2[F:20])=[C:23]([CH3:29])[CH:24]=1. The yield is 0.890.